Dataset: Reaction yield outcomes from USPTO patents with 853,638 reactions. Task: Predict the reaction yield, written as a fraction of the theoretical maximum amount of product (1.0 means a 100% yield; for example, 0.34 means a 34% yield). (1) The reactants are [N:1]([O-])=O.[Na+].[NH2:5][C:6]1[CH:7]=[CH:8][C:9]([O:12][CH3:13])=[N:10][CH:11]=1.C([O:16][C:17](=[O:34])[CH:18]([NH:24][C:25]([C:27]1[CH:32]=[CH:31][C:30]([Cl:33])=[CH:29][N:28]=1)=O)C(OCC)=O)C.C(=O)([O-])[O-].[K+].[K+].[Na+].[Cl-]. The catalyst is O.C(O)(=O)C.Cl.CC(C)=O.C(OCC)(=O)C. The product is [Cl:33][C:30]1[CH:31]=[CH:32][C:27]([C:25]2[N:5]([C:6]3[CH:11]=[N:10][C:9]([O:12][CH3:13])=[CH:8][CH:7]=3)[N:1]=[C:18]([C:17]([OH:16])=[O:34])[N:24]=2)=[N:28][CH:29]=1. The yield is 0.150. (2) The reactants are [CH3:1][C:2]1[N:7]=[C:6]2[S:8][C:9]3[CH2:14][CH2:13][CH2:12][CH2:11][C:10]=3[C:5]2=[C:4]([C:15]2[CH:20]=[CH:19][C:18]([CH3:21])=[CH:17][CH:16]=2)[C:3]=1[CH:22]([O:27][C:28]([CH3:31])([CH3:30])[CH3:29])[C:23]([O:25]C)=[O:24].[OH-].[Na+]. The catalyst is CO. The product is [CH3:1][C:2]1[N:7]=[C:6]2[S:8][C:9]3[CH2:14][CH2:13][CH2:12][CH2:11][C:10]=3[C:5]2=[C:4]([C:15]2[CH:20]=[CH:19][C:18]([CH3:21])=[CH:17][CH:16]=2)[C:3]=1[CH:22]([O:27][C:28]([CH3:31])([CH3:30])[CH3:29])[C:23]([OH:25])=[O:24]. The yield is 0.280. (3) The reactants are [Cl:1][C:2]1[N:3]=[C:4]([C:9]([NH:11][C@H:12]2[CH2:17][CH2:16][N:15]([C:18]3[S:19][C:20]([C:26]([O:28][CH2:29][CH3:30])=[O:27])=[C:21]([C:23]([OH:25])=O)[N:22]=3)[CH2:14][C@H:13]2[O:31][CH2:32][CH3:33])=[O:10])[NH:5][C:6]=1[CH2:7][CH3:8].[C:34]([NH:37][CH2:38][CH2:39][NH2:40])(=[O:36])[CH3:35].CCN=C=NCCCN(C)C.Cl.ON1C2C=CC=CC=2N=N1. No catalyst specified. The product is [C:34]([NH:37][CH2:38][CH2:39][NH:40][C:23]([C:21]1[N:22]=[C:18]([N:15]2[CH2:16][CH2:17][C@H:12]([NH:11][C:9]([C:4]3[NH:5][C:6]([CH2:7][CH3:8])=[C:2]([Cl:1])[N:3]=3)=[O:10])[C@H:13]([O:31][CH2:32][CH3:33])[CH2:14]2)[S:19][C:20]=1[C:26]([O:28][CH2:29][CH3:30])=[O:27])=[O:25])(=[O:36])[CH3:35]. The yield is 0.570. (4) The reactants are Cl.[OH:2][C:3]1[CH:4]=[C:5]2[C:10](=[CH:11][CH:12]=1)[CH2:9][NH:8][CH:7]([C:13]([O:15][CH3:16])=[O:14])[CH2:6]2.[C:17]([Si:21](Cl)([CH3:23])[CH3:22])([CH3:20])([CH3:19])[CH3:18]. No catalyst specified. The product is [Si:21]([O:2][C:3]1[CH:4]=[C:5]2[C:10](=[CH:11][CH:12]=1)[CH2:9][NH:8][CH:7]([C:13]([O:15][CH3:16])=[O:14])[CH2:6]2)([C:17]([CH3:20])([CH3:19])[CH3:18])([CH3:23])[CH3:22]. The yield is 0.830. (5) The reactants are [I:1][C:2]1[CH:10]=[C:9]2[C:5]([CH:6]=[CH:7][NH:8]2)=[CH:4][C:3]=1[F:11].[H-].[Na+].I[CH3:15]. The catalyst is CN(C=O)C. The product is [F:11][C:3]1[CH:4]=[C:5]2[C:9](=[CH:10][C:2]=1[I:1])[N:8]([CH3:15])[CH:7]=[CH:6]2. The yield is 0.960. (6) The reactants are [CH2:1]([O:3][C:4]1[CH:9]=[CH:8][C:7]([NH:10][C:11]2[C:16]([N+:17]([O-])=O)=[CH:15][N:14]=[C:13]([NH:20][C:21]3[CH:22]=[N:23][N:24]([CH:26]4[CH2:31][CH2:30][CH:29]([NH:32][C:33](=[O:39])[O:34][C:35]([CH3:38])([CH3:37])[CH3:36])[CH2:28][CH2:27]4)[CH:25]=3)[N:12]=2)=[CH:6][CH:5]=1)[CH3:2]. The catalyst is CO.[Pd]. The product is [NH2:17][C:16]1[C:11]([NH:10][C:7]2[CH:8]=[CH:9][C:4]([O:3][CH2:1][CH3:2])=[CH:5][CH:6]=2)=[N:12][C:13]([NH:20][C:21]2[CH:22]=[N:23][N:24]([CH:26]3[CH2:31][CH2:30][CH:29]([NH:32][C:33](=[O:39])[O:34][C:35]([CH3:38])([CH3:37])[CH3:36])[CH2:28][CH2:27]3)[CH:25]=2)=[N:14][CH:15]=1. The yield is 0.660.